Task: Predict the reaction yield, written as a fraction of the theoretical maximum amount of product (1.0 means a 100% yield; for example, 0.34 means a 34% yield).. Dataset: Reaction yield outcomes from USPTO patents with 853,638 reactions (1) The reactants are [CH3:1][C:2]1([CH3:20])[O:6][C@@H:5]([C@@H:7]2[C@@H:11]3[O:12][C:13]([CH3:16])([CH3:15])[O:14][C@:10]3([CH2:17]O)[C:9](=[O:19])[O:8]2)[CH2:4][O:3]1.N1C=CN=C1.C1(P(C2C=CC=CC=2)C2C=CC=CC=2)C=CC=CC=1.[I:45]I. The catalyst is C1(C)C=CC=CC=1. The product is [CH3:1][C:2]1([CH3:20])[O:6][C@@H:5]([C@@H:7]2[C@@H:11]3[O:12][C:13]([CH3:16])([CH3:15])[O:14][C@:10]3([CH2:17][I:45])[C:9](=[O:19])[O:8]2)[CH2:4][O:3]1. The yield is 0.926. (2) The reactants are [CH3:1][C:2]1[CH:7]=[CH:6][N:5]=[C:4]([NH:8][C:9]2[CH:14]=[C:13](B3OC(C)(C)C(C)(C)O3)[CH:12]=[C:11]([CH3:24])[CH:10]=2)[N:3]=1.[CH3:25][O:26][C:27]([C@H:29]1[CH2:34][CH2:33][C@@:32]([C:36]2[S:37][C:38](Br)=[CH:39][N:40]=2)([OH:35])[CH2:31][C:30]1([CH3:43])[CH3:42])=[O:28].C(=O)([O-])[O-].[Na+].[Na+]. The catalyst is CC1CCCO1.C1C=CC(P(C2C=CC=CC=2)[C-]2C=CC=C2)=CC=1.C1C=CC(P(C2C=CC=CC=2)[C-]2C=CC=C2)=CC=1.Cl[Pd]Cl.[Fe+2]. The product is [CH3:25][O:26][C:27]([C@H:29]1[CH2:34][CH2:33][C@:32]([OH:35])([C:36]2[S:37][C:38]([C:13]3[CH:14]=[C:9]([NH:8][C:4]4[N:3]=[C:2]([CH3:1])[CH:7]=[CH:6][N:5]=4)[CH:10]=[C:11]([CH3:24])[CH:12]=3)=[CH:39][N:40]=2)[CH2:31][C:30]1([CH3:43])[CH3:42])=[O:28]. The yield is 0.660. (3) The reactants are CS(O[CH2:6][CH2:7][CH:8]([C:12]1[CH:17]=[C:16]([CH3:18])[CH:15]=[CH:14][C:13]=1[O:19][CH3:20])[CH:9]([CH3:11])[CH3:10])(=O)=O.[C-:21]#[N:22].[Na+].CCOC(C)=O.O. The catalyst is CN(C=O)C. The product is [CH3:20][O:19][C:13]1[CH:14]=[CH:15][C:16]([CH3:18])=[CH:17][C:12]=1[CH:8]([CH:9]([CH3:11])[CH3:10])[CH2:7][CH2:6][C:21]#[N:22]. The yield is 0.900.